Dataset: Reaction yield outcomes from USPTO patents with 853,638 reactions. Task: Predict the reaction yield, written as a fraction of the theoretical maximum amount of product (1.0 means a 100% yield; for example, 0.34 means a 34% yield). (1) The reactants are [CH:1]([C:4]1[C:8]([CH2:9][CH2:10][CH2:11][OH:12])=[CH:7][N:6]([C:13]2[CH:18]=[CH:17][C:16]([C:19]([F:22])([F:21])[F:20])=[CH:15][N:14]=2)[N:5]=1)([CH3:3])[CH3:2].O[C:24]1[CH:25]=[C:26]([CH2:32][C:33]([O:35]C)=[O:34])[CH:27]=[CH:28][C:29]=1[O:30][CH3:31].C(P(CCCC)CCCC)CCC.N(C(N1CCCCC1)=O)=NC(N1CCCCC1)=O. The catalyst is O1CCCC1. The product is [CH:1]([C:4]1[C:8]([CH2:9][CH2:10][CH2:11][O:12][C:28]2[CH:27]=[C:26]([CH2:32][C:33]([OH:35])=[O:34])[CH:25]=[CH:24][C:29]=2[O:30][CH3:31])=[CH:7][N:6]([C:13]2[CH:18]=[CH:17][C:16]([C:19]([F:21])([F:20])[F:22])=[CH:15][N:14]=2)[N:5]=1)([CH3:3])[CH3:2]. The yield is 0.970. (2) The reactants are [Si:1]([O:8][CH:9]([CH:15]1[CH2:24][CH2:23][C:22]2[C:17](=[CH:18][CH:19]=[C:20]([O:25][C:26]3[CH:31]=[CH:30][CH:29]=[CH:28][CH:27]=3)[CH:21]=2)[CH2:16]1)[C:10]1[O:11][CH:12]=[CH:13][N:14]=1)([C:4]([CH3:7])([CH3:6])[CH3:5])([CH3:3])[CH3:2].[Li]CCCC.[Sn:37](Cl)([CH2:46][CH2:47][CH2:48][CH3:49])([CH2:42][CH2:43][CH2:44][CH3:45])[CH2:38][CH2:39][CH2:40][CH3:41]. The catalyst is C1COCC1.CCOC(C)=O. The product is [Si:1]([O:8][CH:9]([CH:15]1[CH2:24][CH2:23][C:22]2[C:17](=[CH:18][CH:19]=[C:20]([O:25][C:26]3[CH:31]=[CH:30][CH:29]=[CH:28][CH:27]=3)[CH:21]=2)[CH2:16]1)[C:10]1[O:11][C:12]([Sn:37]([CH2:42][CH2:43][CH2:44][CH3:45])([CH2:46][CH2:47][CH2:48][CH3:49])[CH2:38][CH2:39][CH2:40][CH3:41])=[CH:13][N:14]=1)([C:4]([CH3:7])([CH3:5])[CH3:6])([CH3:3])[CH3:2]. The yield is 0.780. (3) The reactants are [CH3:1][NH:2][CH2:3][CH2:4][OH:5].[N+:6]([O-:9])([OH:8])=[O:7].CC(OC(C)=O)=O. The catalyst is CCOC(C)=O.CCCCCC. The product is [N+:6]([O-:9])([O-:8])=[O:7].[CH3:1][NH2+:2][CH2:3][CH2:4][O:5][N+:6]([O-:8])=[O:7]. The yield is 0.820. (4) The catalyst is C(#N)C.C1C=CC=CC=1. The product is [CH3:21][O:22][C:23]([NH:25][C:26]1[NH:8][C:7]2[CH:6]=[CH:5][C:4]([C:9]([C:11]3[CH:20]=[CH:19][CH:18]=[CH:17][C:12]=3[C:13]([O:15][CH3:16])=[O:14])=[O:10])=[CH:3][C:2]=2[N:1]=1)=[O:24]. The yield is 0.710. The reactants are [NH2:1][C:2]1[CH:3]=[C:4]([C:9]([C:11]2[CH:20]=[CH:19][CH:18]=[CH:17][C:12]=2[C:13]([O:15][CH3:16])=[O:14])=[O:10])[CH:5]=[CH:6][C:7]=1[NH2:8].[CH3:21][O:22][C:23]([N:25]=[C:26]=S)=[O:24].C1CCC(N=C=NC2CCCCC2)CC1.